This data is from Retrosynthesis with 50K atom-mapped reactions and 10 reaction types from USPTO. The task is: Predict the reactants needed to synthesize the given product. (1) Given the product CCS(=O)(=O)c1ccc(O[C@H]2CC[C@@H](O)CC2)c(-c2cn(C)c(=O)c3[nH]ccc23)c1, predict the reactants needed to synthesize it. The reactants are: CCS(=O)(=O)c1ccc(OC2CCC(=O)CC2)c(-c2cn(C)c(=O)c3[nH]ccc23)c1. (2) Given the product CC(C)c1ccc(C2=CC(C)(C)Oc3ccc(C#Cc4ccc(C(=O)O)cc4)cc32)cc1, predict the reactants needed to synthesize it. The reactants are: CCOC(=O)c1ccc(C#Cc2ccc3c(c2)C(c2ccc(C(C)C)cc2)=CC(C)(C)O3)cc1. (3) Given the product CC(C)(C)[Si](OCCCCCCCCCCCCCC#CCO)(c1ccccc1)c1ccccc1, predict the reactants needed to synthesize it. The reactants are: C#CCCCCCCCCCCCCCO[Si](c1ccccc1)(c1ccccc1)C(C)(C)C.C=O. (4) Given the product O=C(Cl)OCc1ccc([N+](=O)[O-])o1, predict the reactants needed to synthesize it. The reactants are: O=C(Cl)Cl.O=[N+]([O-])c1ccc(CO)o1. (5) Given the product COc1nc2ccc(Br)cc2c(Cl)c1C(C)C, predict the reactants needed to synthesize it. The reactants are: CC(C)c1c(Cl)nc2ccc(Br)cc2c1Cl.C[O-]. (6) The reactants are: Cc1ccnc(NC(N)=S)c1.O=C(CBr)c1cc(-c2ccc(Cl)cc2)no1. Given the product Cc1ccnc(Nc2nc(-c3cc(-c4ccc(Cl)cc4)no3)cs2)c1, predict the reactants needed to synthesize it. (7) The reactants are: OCC1CN(Cc2ccccc2)CC1C(F)(F)F. Given the product O=CC1CN(Cc2ccccc2)CC1C(F)(F)F, predict the reactants needed to synthesize it. (8) The reactants are: O=C(O)c1cc(F)c(F)cc1Cl.O=C1CCC(=O)N1O. Given the product NC(=O)c1cc(F)c(F)cc1Cl, predict the reactants needed to synthesize it. (9) Given the product CCCc1nc(C2Cc3ccccc3N2)no1, predict the reactants needed to synthesize it. The reactants are: CCCc1nc(C2Cc3ccccc3N2C(C)=O)no1. (10) Given the product O=C(Nc1nnn[nH]1)c1c[nH]c2nc(Cl)ccc2c1=O, predict the reactants needed to synthesize it. The reactants are: Nc1nnn[nH]1.O=C(O)c1c[nH]c2nc(Cl)ccc2c1=O.